This data is from Forward reaction prediction with 1.9M reactions from USPTO patents (1976-2016). The task is: Predict the product of the given reaction. Given the reactants [O:1]1[CH2:6][CH2:5][CH:4]([C:7]([O:9]C)=O)[CH2:3][CH2:2]1.[NH3:11], predict the reaction product. The product is: [O:1]1[CH2:6][CH2:5][CH:4]([C:7]([NH2:11])=[O:9])[CH2:3][CH2:2]1.